Task: Predict which catalyst facilitates the given reaction.. Dataset: Catalyst prediction with 721,799 reactions and 888 catalyst types from USPTO (1) Reactant: [NH2:1][C:2]1[N:6]([CH3:7])[C:5](=[O:8])[C:4]([C:15]2[CH:20]=[CH:19][CH:18]=[C:17](Br)[CH:16]=2)([C:9]2[CH:14]=[CH:13][CH:12]=[CH:11][CH:10]=2)[N:3]=1.CC1(C)C(C)(C)OB([C:30]2[CH:38]=[CH:37][C:33]3[CH2:34][CH2:35][O:36][C:32]=3[CH:31]=2)O1.ClCCl.N. Product: [NH2:1][C:2]1[N:6]([CH3:7])[C:5](=[O:8])[C:4]([C:15]2[CH:20]=[CH:19][CH:18]=[C:17]([C:30]3[CH:38]=[CH:37][C:33]4[CH2:34][CH2:35][O:36][C:32]=4[CH:31]=3)[CH:16]=2)([C:9]2[CH:14]=[CH:13][CH:12]=[CH:11][CH:10]=2)[N:3]=1. The catalyst class is: 5. (2) Reactant: [CH3:1][O:2][C:3]([C@@H:5]1[CH2:10][CH2:9][CH2:8][CH2:7][C@H:6]1[C:11](=O)[CH:12]([C:23]1[CH:28]=[CH:27][C:26]([Br:29])=[CH:25][CH:24]=1)[NH:13][C:14]([C:16]1[CH:21]=[CH:20][CH:19]=[C:18]([Cl:22])[CH:17]=1)=[O:15])=[O:4].P(Cl)(Cl)(Cl)=O. Product: [Br:29][C:26]1[CH:27]=[CH:28][C:23]([C:12]2[N:13]=[C:14]([C:16]3[CH:21]=[CH:20][CH:19]=[C:18]([Cl:22])[CH:17]=3)[O:15][C:11]=2[C@@H:6]2[CH2:7][CH2:8][CH2:9][CH2:10][C@H:5]2[C:3]([O:2][CH3:1])=[O:4])=[CH:24][CH:25]=1. The catalyst class is: 11.